This data is from NCI-60 drug combinations with 297,098 pairs across 59 cell lines. The task is: Regression. Given two drug SMILES strings and cell line genomic features, predict the synergy score measuring deviation from expected non-interaction effect. (1) Drug 1: CC1=C(C=C(C=C1)NC2=NC=CC(=N2)N(C)C3=CC4=NN(C(=C4C=C3)C)C)S(=O)(=O)N.Cl. Drug 2: C1=CC=C(C(=C1)C(C2=CC=C(C=C2)Cl)C(Cl)Cl)Cl. Cell line: HOP-92. Synergy scores: CSS=2.41, Synergy_ZIP=-1.06, Synergy_Bliss=3.36, Synergy_Loewe=2.74, Synergy_HSA=3.37. (2) Drug 1: COC1=C(C=C2C(=C1)N=CN=C2NC3=CC(=C(C=C3)F)Cl)OCCCN4CCOCC4. Drug 2: CC(CN1CC(=O)NC(=O)C1)N2CC(=O)NC(=O)C2. Cell line: RPMI-8226. Synergy scores: CSS=42.3, Synergy_ZIP=-3.22, Synergy_Bliss=-5.39, Synergy_Loewe=-7.03, Synergy_HSA=-3.04. (3) Drug 1: C1=CN(C(=O)N=C1N)C2C(C(C(O2)CO)O)O.Cl. Drug 2: CC1=C(N=C(N=C1N)C(CC(=O)N)NCC(C(=O)N)N)C(=O)NC(C(C2=CN=CN2)OC3C(C(C(C(O3)CO)O)O)OC4C(C(C(C(O4)CO)O)OC(=O)N)O)C(=O)NC(C)C(C(C)C(=O)NC(C(C)O)C(=O)NCCC5=NC(=CS5)C6=NC(=CS6)C(=O)NCCC[S+](C)C)O. Cell line: HS 578T. Synergy scores: CSS=31.6, Synergy_ZIP=-10.4, Synergy_Bliss=-11.2, Synergy_Loewe=-2.21, Synergy_HSA=-1.31. (4) Drug 1: CC1OCC2C(O1)C(C(C(O2)OC3C4COC(=O)C4C(C5=CC6=C(C=C35)OCO6)C7=CC(=C(C(=C7)OC)O)OC)O)O. Drug 2: CCCCCOC(=O)NC1=NC(=O)N(C=C1F)C2C(C(C(O2)C)O)O. Cell line: MDA-MB-435. Synergy scores: CSS=16.9, Synergy_ZIP=-0.0846, Synergy_Bliss=4.11, Synergy_Loewe=-0.278, Synergy_HSA=0.154. (5) Drug 1: CC1=C(C(=CC=C1)Cl)NC(=O)C2=CN=C(S2)NC3=CC(=NC(=N3)C)N4CCN(CC4)CCO. Drug 2: CN(CC1=CN=C2C(=N1)C(=NC(=N2)N)N)C3=CC=C(C=C3)C(=O)NC(CCC(=O)O)C(=O)O. Cell line: SNB-19. Synergy scores: CSS=54.5, Synergy_ZIP=-1.35, Synergy_Bliss=-1.50, Synergy_Loewe=-1.88, Synergy_HSA=-2.03. (6) Drug 1: CC1CCC2CC(C(=CC=CC=CC(CC(C(=O)C(C(C(=CC(C(=O)CC(OC(=O)C3CCCCN3C(=O)C(=O)C1(O2)O)C(C)CC4CCC(C(C4)OC)OCCO)C)C)O)OC)C)C)C)OC. Drug 2: C1CCC(C(C1)N)N.C(=O)(C(=O)[O-])[O-].[Pt+4]. Cell line: SR. Synergy scores: CSS=67.0, Synergy_ZIP=-4.98, Synergy_Bliss=-4.95, Synergy_Loewe=-5.51, Synergy_HSA=-4.31. (7) Drug 1: CC1=C(C=C(C=C1)NC(=O)C2=CC=C(C=C2)CN3CCN(CC3)C)NC4=NC=CC(=N4)C5=CN=CC=C5. Drug 2: CS(=O)(=O)OCCCCOS(=O)(=O)C. Cell line: UACC62. Synergy scores: CSS=3.86, Synergy_ZIP=-2.26, Synergy_Bliss=-2.21, Synergy_Loewe=-1.30, Synergy_HSA=-1.82. (8) Drug 1: C1CCC(C1)C(CC#N)N2C=C(C=N2)C3=C4C=CNC4=NC=N3. Drug 2: CCN(CC)CCNC(=O)C1=C(NC(=C1C)C=C2C3=C(C=CC(=C3)F)NC2=O)C. Cell line: SK-OV-3. Synergy scores: CSS=7.88, Synergy_ZIP=-2.10, Synergy_Bliss=3.31, Synergy_Loewe=3.53, Synergy_HSA=3.84. (9) Drug 1: CC12CCC(CC1=CCC3C2CCC4(C3CC=C4C5=CN=CC=C5)C)O. Drug 2: C1CN(CCN1C(=O)CCBr)C(=O)CCBr. Cell line: NCI-H460. Synergy scores: CSS=31.7, Synergy_ZIP=-2.25, Synergy_Bliss=2.61, Synergy_Loewe=-0.893, Synergy_HSA=2.46.